This data is from Catalyst prediction with 721,799 reactions and 888 catalyst types from USPTO. The task is: Predict which catalyst facilitates the given reaction. (1) Reactant: [CH2:1]([C:3]1[N:7]([C:8]2[N:16]=[C:15]3[C:11]([N:12]=[C:13]([C:18]4([O:26][CH3:27])[CH2:21][N:20]([C:22](=O)[CH2:23][OH:24])[CH2:19]4)[N:14]3[CH3:17])=[C:10]([N:28]3[CH2:33][CH2:32][O:31][CH2:30][CH2:29]3)[N:9]=2)[C:6]2[CH:34]=[CH:35][CH:36]=[CH:37][C:5]=2[N:4]=1)[CH3:2]. Product: [CH2:1]([C:3]1[N:7]([C:8]2[N:16]=[C:15]3[C:11]([N:12]=[C:13]([C:18]4([O:26][CH3:27])[CH2:19][N:20]([CH2:22][CH2:23][OH:24])[CH2:21]4)[N:14]3[CH3:17])=[C:10]([N:28]3[CH2:33][CH2:32][O:31][CH2:30][CH2:29]3)[N:9]=2)[C:6]2[CH:34]=[CH:35][CH:36]=[CH:37][C:5]=2[N:4]=1)[CH3:2]. The catalyst class is: 1. (2) Reactant: [NH:1]([C:3]1[N:4]=[C:5]2[CH:11]=[CH:10][N:9]([S:12]([C:15]3[CH:21]=[CH:20][C:18]([CH3:19])=[CH:17][CH:16]=3)(=[O:14])=[O:13])[C:6]2=[N:7][CH:8]=1)[NH2:2].C(Cl)Cl.[C:25]([O:29][C:30]([NH:32][CH:33]1[CH2:37][CH:36]([C:38](O)=[O:39])[CH:35]([CH2:41][CH3:42])[CH2:34]1)=[O:31])([CH3:28])([CH3:27])[CH3:26].CN(C(ON1N=NC2C=CC=NC1=2)=[N+](C)C)C.F[P-](F)(F)(F)(F)F. Product: [C:25]([O:29][C:30](=[O:31])[NH:32][CH:33]1[CH2:37][CH:36]([C:38]([NH:2][NH:1][C:3]2[N:4]=[C:5]3[CH:11]=[CH:10][N:9]([S:12]([C:15]4[CH:21]=[CH:20][C:18]([CH3:19])=[CH:17][CH:16]=4)(=[O:13])=[O:14])[C:6]3=[N:7][CH:8]=2)=[O:39])[CH:35]([CH2:41][CH3:42])[CH2:34]1)([CH3:28])([CH3:27])[CH3:26]. The catalyst class is: 6. (3) Reactant: C([O:4][C:5]1[CH:14]=[C:13]2[C:8]([CH:9]([OH:21])[CH:10]([C:15]3[CH:20]=[CH:19][CH:18]=[CH:17][CH:16]=3)[CH2:11][O:12]2)=[CH:7][CH:6]=1)(=O)C.N1C=CN=C1. Product: [OH:4][C:5]1[CH:14]=[C:13]2[C:8]([CH:9]([OH:21])[CH:10]([C:15]3[CH:20]=[CH:19][CH:18]=[CH:17][CH:16]=3)[CH2:11][O:12]2)=[CH:7][CH:6]=1. The catalyst class is: 8.